This data is from Forward reaction prediction with 1.9M reactions from USPTO patents (1976-2016). The task is: Predict the product of the given reaction. (1) The product is: [C:23]([C:25]1[CH:10]([C:9]2[CH:12]=[CH:13][CH:14]=[C:15]([Cl:16])[C:8]=2[Cl:7])[C:22]2[C:18](=[N:19][NH:20][CH:21]=2)[NH:17][C:26]=1[CH2:27][CH3:28])#[N:24]. Given the reactants C(OC)(=O)CC.[Cl:7][C:8]1[C:15]([Cl:16])=[CH:14][CH:13]=[CH:12][C:9]=1[CH:10]=O.[NH2:17][C:18]1[CH:22]=[CH:21][NH:20][N:19]=1.[C:23]([CH2:25][C:26](=O)[CH2:27][CH3:28])#[N:24], predict the reaction product. (2) Given the reactants [Cl:1][C:2]1[CH:17]=[C:16]([F:18])[CH:15]=[CH:14][C:3]=1[O:4][C:5]1[CH:12]=[CH:11][CH:10]=[C:9]([CH3:13])[C:6]=1[CH:7]=[O:8].P([O-])(O)(O)=[O:20].[Na+].CC(=CC)C.Cl([O-])=O.[Na+].Cl.S([O-])([O-])=O.[Na+].[Na+], predict the reaction product. The product is: [Cl:1][C:2]1[CH:17]=[C:16]([F:18])[CH:15]=[CH:14][C:3]=1[O:4][C:5]1[CH:12]=[CH:11][CH:10]=[C:9]([CH3:13])[C:6]=1[C:7]([OH:20])=[O:8].